Predict the reactants needed to synthesize the given product. From a dataset of Full USPTO retrosynthesis dataset with 1.9M reactions from patents (1976-2016). (1) Given the product [CH:28]([C:10]1[NH:11][C:12]([C:14]2[CH:19]=[CH:18][N:17]=[C:16](/[CH:20]=[CH:21]/[C:22]3[CH:23]=[CH:24][CH:25]=[CH:26][CH:27]=3)[CH:15]=2)=[CH:13][C:9]=1[C:7]([NH2:6])=[O:8])([CH3:30])[CH3:29], predict the reactants needed to synthesize it. The reactants are: COC1C=C(OC)C=CC=1C[NH:6][C:7]([C:9]1[CH:13]=[C:12]([C:14]2[CH:19]=[CH:18][N:17]=[C:16](/[CH:20]=[CH:21]/[C:22]3[CH:27]=[CH:26][CH:25]=[CH:24][CH:23]=3)[CH:15]=2)[NH:11][C:10]=1[CH:28]([CH3:30])[CH3:29])=[O:8].FC(F)(F)C(O)=O.C([O-])(O)=O.[Na+]. (2) Given the product [Cl:1][C:2]1[CH:3]=[C:4]([CH:8]2[CH2:12][N:11]([CH:15]([CH2:20][CH3:21])[C:16]([O:18][CH2:19][CH3:24])=[O:17])[C:10](=[O:13])[CH2:9]2)[CH:5]=[CH:6][CH:7]=1, predict the reactants needed to synthesize it. The reactants are: [Cl:1][C:2]1[CH:3]=[C:4]([CH:8]2[CH2:12][NH:11][C:10](=[O:13])[CH2:9]2)[CH:5]=[CH:6][CH:7]=1.Br[CH:15]([CH2:20][CH3:21])[C:16]([O:18][CH3:19])=[O:17].[H-].[Na+].[C:24](#N)C.